This data is from Full USPTO retrosynthesis dataset with 1.9M reactions from patents (1976-2016). The task is: Predict the reactants needed to synthesize the given product. Given the product [C:13]([O:17][C:18](=[O:26])[NH:19][C:20]1[S:21][C:22]([C:2]2[CH:7]=[CH:6][N:5]=[C:4]([C:8]3([C:11]#[N:12])[CH2:10][CH2:9]3)[CH:3]=2)=[C:23]([CH3:25])[N:24]=1)([CH3:16])([CH3:15])[CH3:14], predict the reactants needed to synthesize it. The reactants are: Br[C:2]1[CH:7]=[CH:6][N:5]=[C:4]([C:8]2([C:11]#[N:12])[CH2:10][CH2:9]2)[CH:3]=1.[C:13]([O:17][C:18](=[O:26])[NH:19][C:20]1[S:21][CH:22]=[C:23]([CH3:25])[N:24]=1)([CH3:16])([CH3:15])[CH3:14].